Task: Predict the product of the given reaction.. Dataset: Forward reaction prediction with 1.9M reactions from USPTO patents (1976-2016) (1) Given the reactants [CH3:1][N:2]1[CH2:15][CH2:14][C:13]2[C:12]3[CH:11]=[C:10]([CH3:16])[CH:9]=[CH:8][C:7]=3[NH:6][C:5]=2[CH2:4][CH2:3]1.[H-].[Na+].[CH3:19][O:20][C:21]1[CH:22]=[C:23]([CH:29]2[CH2:31][O:30]2)[CH:24]=[CH:25][C:26]=1[O:27][CH3:28], predict the reaction product. The product is: [CH3:19][O:20][C:21]1[CH:22]=[C:23]([CH:29]([OH:30])[CH2:31][N:6]2[C:7]3[CH:8]=[CH:9][C:10]([CH3:16])=[CH:11][C:12]=3[C:13]3[CH2:14][CH2:15][N:2]([CH3:1])[CH2:3][CH2:4][C:5]2=3)[CH:24]=[CH:25][C:26]=1[O:27][CH3:28]. (2) The product is: [F:1][C:2]1[C:3]([NH:23][C:24]2[CH:29]=[CH:28][C:27]([CH:32]=[CH2:33])=[CH:26][C:25]=2[F:31])=[C:4]([CH:9]([OH:22])[CH2:10][O:11][Si:12]([CH:19]([CH3:21])[CH3:20])([CH:16]([CH3:18])[CH3:17])[CH:13]([CH3:15])[CH3:14])[CH:5]=[CH:6][C:7]=1[F:8]. Given the reactants [F:1][C:2]1[C:3]([NH:23][C:24]2[CH:29]=[CH:28][C:27](I)=[CH:26][C:25]=2[F:31])=[C:4]([CH:9]([OH:22])[CH2:10][O:11][Si:12]([CH:19]([CH3:21])[CH3:20])([CH:16]([CH3:18])[CH3:17])[CH:13]([CH3:15])[CH3:14])[CH:5]=[CH:6][C:7]=1[F:8].[CH3:32][CH2:33]CCCC.C(OCC)C, predict the reaction product.